This data is from Full USPTO retrosynthesis dataset with 1.9M reactions from patents (1976-2016). The task is: Predict the reactants needed to synthesize the given product. (1) Given the product [S:11]1[CH:15]=[C:14]([CH2:16][NH:7][C@@H:5]([CH3:6])[CH:4]([O:8][CH2:9][CH3:10])[O:3][CH2:1][CH3:2])[C:13]2[CH:18]=[CH:19][CH:20]=[CH:21][C:12]1=2, predict the reactants needed to synthesize it. The reactants are: [CH2:1]([O:3][CH:4]([O:8][CH2:9][CH3:10])[C@@H:5]([NH2:7])[CH3:6])[CH3:2].[S:11]1[CH:15]=[C:14]([CH:16]=O)[C:13]2[CH:18]=[CH:19][CH:20]=[CH:21][C:12]1=2. (2) Given the product [Cl:18][C:4]1[N:3]=[C:2]([C:23]2[CH:24]=[N:25][CH:26]=[C:21]([C:20]([F:31])([F:30])[F:19])[CH:22]=2)[N:7]=[C:6]([NH:8][CH2:9][C:10]2[CH:15]=[CH:14][C:13]([F:16])=[CH:12][C:11]=2[F:17])[CH:5]=1, predict the reactants needed to synthesize it. The reactants are: Cl[C:2]1[N:7]=[C:6]([NH:8][CH2:9][C:10]2[CH:15]=[CH:14][C:13]([F:16])=[CH:12][C:11]=2[F:17])[CH:5]=[C:4]([Cl:18])[N:3]=1.[F:19][C:20]([F:31])([F:30])[C:21]1[CH:22]=[C:23](B(O)O)[CH:24]=[N:25][CH:26]=1.[F-].[Cs+]. (3) Given the product [F:17][C:13]1([F:16])[CH2:14][CH2:15][N:11]([CH2:9][C@@H:8]([NH2:7])[CH:18]([CH3:19])[CH3:20])[CH2:12]1, predict the reactants needed to synthesize it. The reactants are: [H-].[H-].[H-].[H-].[Li+].[Al+3].[NH2:7][C@@H:8]([CH:18]([CH3:20])[CH3:19])[C:9]([N:11]1[CH2:15][CH2:14][C:13]([F:17])([F:16])[CH2:12]1)=O.O.[OH-].[Na+]. (4) Given the product [C:10]([C:12]1[CH:17]=[CH:16][C:15]([NH:18][CH:19]([C:25]2[CH:30]=[C:29]([O:31][C:1]3[CH:6]=[CH:5][CH:4]=[CH:3][CH:2]=3)[CH:28]=[C:27]([CH2:32][CH3:33])[CH:26]=2)[C:20]([O:22][CH2:23][CH3:24])=[O:21])=[CH:14][CH:13]=1)#[N:11], predict the reactants needed to synthesize it. The reactants are: [C:1]1(B(O)O)[CH:6]=[CH:5][CH:4]=[CH:3][CH:2]=1.[C:10]([C:12]1[CH:17]=[CH:16][C:15]([NH:18][CH:19]([C:25]2[CH:30]=[C:29]([OH:31])[CH:28]=[C:27]([CH2:32][CH3:33])[CH:26]=2)[C:20]([O:22][CH2:23][CH3:24])=[O:21])=[CH:14][CH:13]=1)#[N:11].N1C=CC=CC=1. (5) Given the product [OH2:8].[OH2:17].[C:27]([O-:29])(=[O:28])[CH2:23][C:24]([O-:26])=[O:25].[Zn+2:13], predict the reactants needed to synthesize it. The reactants are: O.O.N[C@H](C([O-])=O)CCC([O-])=[O:8].[Zn+2:13].C([O-])(=O)CC([O-])=[O:17].[Na+].[Na+].[CH2:23]([C:27]([O-:29])=[O:28])[C:24]([O-:26])=[O:25].[Cl-].[Zn+2].[Cl-].